This data is from Reaction yield outcomes from USPTO patents with 853,638 reactions. The task is: Predict the reaction yield, written as a fraction of the theoretical maximum amount of product (1.0 means a 100% yield; for example, 0.34 means a 34% yield). The reactants are [C:1]1([C:7]2[O:11][N:10]=[C:9]([N:12]3[CH2:17][CH2:16][N:15](C(OC(C)(C)C)=O)[CH2:14][CH2:13]3)[N:8]=2)[CH:6]=[CH:5][CH:4]=[CH:3][CH:2]=1.[ClH:25]. The catalyst is CCOCC. The product is [ClH:25].[ClH:25].[C:1]1([C:7]2[O:11][N:10]=[C:9]([N:12]3[CH2:17][CH2:16][NH:15][CH2:14][CH2:13]3)[N:8]=2)[CH:2]=[CH:3][CH:4]=[CH:5][CH:6]=1. The yield is 0.930.